From a dataset of Reaction yield outcomes from USPTO patents with 853,638 reactions. Predict the reaction yield, written as a fraction of the theoretical maximum amount of product (1.0 means a 100% yield; for example, 0.34 means a 34% yield). (1) The reactants are [F:1][C:2]1[CH:16]=[CH:15][C:5]([CH:6]=[C:7]2[CH2:14][CH2:13][CH2:12][NH:11][C:9](=[O:10])[CH2:8]2)=[CH:4][CH:3]=1.CO. The catalyst is [Ir].ClCCl. The product is [F:1][C:2]1[CH:3]=[CH:4][C:5]([CH2:6][CH:7]2[CH2:14][CH2:13][CH2:12][NH:11][C:9](=[O:10])[CH2:8]2)=[CH:15][CH:16]=1. The yield is 0.920. (2) The reactants are [CH3:1][CH:2]([CH3:10])[CH:3]([C@H:5]1[CH2:9][CH2:8][NH:7][CH2:6]1)[NH2:4].[Cl:11][C:12]1[C:17]([C:18]#[N:19])=[CH:16][C:15]([F:20])=[C:14](Cl)[N:13]=1.CCN(C(C)C)C(C)C. The catalyst is CN1C(=O)CCC1.CCOC(C)=O.O.C([O-])(O)=O.[Na+]. The product is [NH2:4][C@H:3]([C@@H:5]1[CH2:9][CH2:8][N:7]([C:14]2[C:15]([F:20])=[CH:16][C:17]([C:18]#[N:19])=[C:12]([Cl:11])[N:13]=2)[CH2:6]1)[CH:2]([CH3:10])[CH3:1]. The yield is 0.860. (3) The reactants are [N:1]([C:4]1[CH:5]=[CH:6][C:7]([CH3:10])=[N:8][CH:9]=1)=[C:2]=[O:3].C([O-])(O)=O.[Na+].[NH2:16][C:17]1[CH:18]=[C:19]([CH:35]=[CH:36][CH:37]=1)[CH2:20][CH2:21][N:22]1[CH2:27][CH2:26][N:25]([C:28]([O:30][C:31]([CH3:34])([CH3:33])[CH3:32])=[O:29])[CH2:24][CH2:23]1. The catalyst is CCOC(C)=O. The product is [CH3:10][C:7]1[N:8]=[CH:9][C:4]([NH:1][C:2](=[O:3])[NH:16][C:17]2[CH:18]=[C:19]([CH:35]=[CH:36][CH:37]=2)[CH2:20][CH2:21][N:22]2[CH2:23][CH2:24][N:25]([C:28]([O:30][C:31]([CH3:33])([CH3:34])[CH3:32])=[O:29])[CH2:26][CH2:27]2)=[CH:5][CH:6]=1. The yield is 0.630. (4) The yield is 0.700. The product is [CH3:31][N:27]1[C:28]2[C:24](=[CH:23][C:22]([NH:21][C:19]([NH:18][C:14]3[CH:13]=[C:12]([CH:17]=[CH:16][CH:15]=3)[O:11][C:9]3[CH:8]=[CH:7][N:6]=[C:5]([C:3]([OH:32])=[O:4])[CH:10]=3)=[O:20])=[CH:30][CH:29]=2)[CH:25]=[N:26]1. The reactants are CN[C:3]([C:5]1[CH:10]=[C:9]([O:11][C:12]2[CH:17]=[CH:16][CH:15]=[C:14]([NH:18][C:19]([NH:21][C:22]3[CH:23]=[C:24]4[C:28](=[CH:29][CH:30]=3)[N:27]([CH3:31])[N:26]=[CH:25]4)=[O:20])[CH:13]=2)[CH:8]=[CH:7][N:6]=1)=[O:4].[OH-:32].[K+]. The catalyst is CO.O.